Dataset: Catalyst prediction with 721,799 reactions and 888 catalyst types from USPTO. Task: Predict which catalyst facilitates the given reaction. Reactant: Cl[C:2]1[CH:7]=[CH:6][C:5]([Cl:8])=[CH:4][C:3]=1[N+:9]([O-:11])=[O:10].[CH2:12]([O:14][C:15]([CH:17]1[CH2:21][CH2:20][CH:19]([OH:22])[CH2:18]1)=[O:16])[CH3:13].C1(P(C2C=CC=CC=2)C2C=CC=CC=2)C=CC=CC=1.CC(OC(/N=N/C(OC(C)C)=O)=O)C. Product: [CH2:12]([O:14][C:15]([CH:17]1[CH2:21][CH2:20][CH:19]([O:22][C:2]2[CH:7]=[CH:6][C:5]([Cl:8])=[CH:4][C:3]=2[N+:9]([O-:11])=[O:10])[CH2:18]1)=[O:16])[CH3:13]. The catalyst class is: 4.